Dataset: Full USPTO retrosynthesis dataset with 1.9M reactions from patents (1976-2016). Task: Predict the reactants needed to synthesize the given product. (1) Given the product [CH2:21]([N:10]1[C:9]2[CH:25]=[CH:26][C:6]([C:4]3[CH2:3][S:39][C:35](=[O:36])[NH:33][N:34]=3)=[CH:7][C:8]=2[N:12]=[C:11]1[C:13]1[CH:18]=[CH:17][CH:16]=[C:15]([O:19][CH3:20])[CH:14]=1)[CH:22]([CH3:24])[CH3:23], predict the reactants needed to synthesize it. The reactants are: Cl.Br[CH2:3][C:4]([C:6]1[CH:26]=[CH:25][C:9]2[N:10]([CH2:21][CH:22]([CH3:24])[CH3:23])[C:11]([C:13]3[CH:18]=[CH:17][CH:16]=[C:15]([O:19][CH3:20])[CH:14]=3)=[N:12][C:8]=2[CH:7]=1)=O.N1C=CC=CC=1.[NH:33]([C:35](=[S:39])[O:36]CC)[NH2:34].O. (2) Given the product [CH2:28]([S:30][C:31]1[CH:36]=[CH:35][CH:34]=[CH:33][C:32]=1[CH:37]=[CH2:2])[CH3:29], predict the reactants needed to synthesize it. The reactants are: [I-].[CH3:2][P+](C1C=CC=CC=1)(C1C=CC=CC=1)C1C=CC=CC=1.CC(C)([O-])C.[K+].[CH2:28]([S:30][C:31]1[CH:36]=[CH:35][CH:34]=[CH:33][C:32]=1[CH:37]=O)[CH3:29].C(=O)(O)[O-].[Na+]. (3) Given the product [NH:25]1[CH2:26][CH2:27][CH:22]([C:18]([OH:17])([C:19]#[CH:20])[CH3:21])[CH2:23][CH2:24]1, predict the reactants needed to synthesize it. The reactants are: CC1C=CC=C(C#CC=C2CCNCC2)N=1.[OH:17][C:18]([CH:22]1[CH2:27][CH2:26][N:25](C(OC(C)(C)C)=O)[CH2:24][CH2:23]1)([CH3:21])[C:19]#[CH:20]. (4) Given the product [CH2:11]([C:4]1[S:3][C:2]2[NH:1][C:17](=[O:23])[N:38]([C:33]3[CH:34]=[CH:35][CH:36]=[CH:37][N:32]=3)[C:7](=[O:9])[C:6]=2[CH:5]=1)[CH3:12], predict the reactants needed to synthesize it. The reactants are: [NH2:1][C:2]1[S:3][C:4]([CH2:11][CH3:12])=[CH:5][C:6]=1[C:7]([O:9]C)=O.ClC(Cl)(O[C:17](=[O:23])OC(Cl)(Cl)Cl)Cl.C(N(CC)CC)C.[N:32]1[CH:37]=[CH:36][CH:35]=[CH:34][C:33]=1[NH2:38]. (5) Given the product [Cl:1][C:2]1[C:7]([C:8]2[CH:13]=[CH:12][CH:11]=[C:10]([C:39]([F:49])([F:48])[F:38])[CH:9]=2)=[N:6][N:5]=[C:4]2[N:14]([CH3:24])[N:15]=[C:16]([C:17]3[CH:22]=[CH:21][CH:20]=[CH:19][CH:18]=3)[C:3]=12, predict the reactants needed to synthesize it. The reactants are: [Cl:1][C:2]1[C:7]([C:8]2[CH:13]=[CH:12][CH:11]=[CH:10][CH:9]=2)=[N:6][N:5]=[C:4]2[N:14]([CH3:24])[N:15]=[C:16]([C:17]3[CH:22]=[CH:21][CH:20]=[CH:19][C:18]=3Cl)[C:3]=12.CN1C(N)=CC(C2C=CC=CC=2)=N1.[F:38][C:39]([F:49])([F:48])C1C=C(C#C)C=CC=1. (6) Given the product [C:5]1([O:4][C:2](=[O:3])[NH:11][C:12]2[CH:17]=[C:16]([C:18]([CH3:21])([CH3:19])[CH3:20])[CH:15]=[C:14]([CH2:22][OH:23])[C:13]=2[O:24][CH3:25])[CH:10]=[CH:9][CH:8]=[CH:7][CH:6]=1, predict the reactants needed to synthesize it. The reactants are: Cl[C:2]([O:4][C:5]1[CH:10]=[CH:9][CH:8]=[CH:7][CH:6]=1)=[O:3].[NH2:11][C:12]1[C:13]([O:24][CH3:25])=[C:14]([CH2:22][OH:23])[CH:15]=[C:16]([C:18]([CH3:21])([CH3:20])[CH3:19])[CH:17]=1.C([O-])(O)=O.[Na+]. (7) Given the product [CH2:48]([C:47]1[C:9]([CH3:8])=[N:10][C:11]2[C:16]([C:46]=1[CH3:53])=[CH:15][C:14]([C:19]([O:21][CH2:22][CH3:23])=[O:20])=[CH:13][CH:12]=2)[C:49]1[CH:42]=[CH:41][CH:52]=[CH:51][CH:50]=1, predict the reactants needed to synthesize it. The reactants are: C([C:8]1[C:9](Br)=[N:10][C:11]2[C:16](C=1Br)=[CH:15][C:14]([C:19]([O:21][CH2:22][CH3:23])=[O:20])=[CH:13][CH:12]=2)C1C=CC=CC=1.CB1OB(C)OB(C)O1.C([O-])([O-])=O.[K+].[K+].O1CCO[CH2:42][CH2:41]1.[CH3:46][CH2:47][CH2:48][CH2:49][CH2:50][CH2:51][CH3:52].[CH3:53]COC(C)=O. (8) Given the product [CH3:12][C:9]1[CH:10]=[C:11]2[C:6](=[CH:7][CH:8]=1)[N:5]=[C:4]([N:13]1[CH2:19][C:18]3[CH:20]=[CH:21][CH:22]=[CH:23][C:17]=3[S:16](=[O:24])[CH2:15][CH2:14]1)[CH:3]=[C:2]2[NH:32][CH2:31][CH:29]([OH:30])[CH2:28][OH:27], predict the reactants needed to synthesize it. The reactants are: Cl[C:2]1[C:11]2[C:6](=[CH:7][CH:8]=[C:9]([CH3:12])[CH:10]=2)[N:5]=[C:4]([N:13]2[CH2:19][C:18]3[CH:20]=[CH:21][CH:22]=[CH:23][C:17]=3[S:16](=[O:24])[CH2:15][CH2:14]2)[CH:3]=1.CC1(C)[O:30][CH:29]([CH2:31][NH2:32])[CH2:28][O:27]1.